Dataset: Forward reaction prediction with 1.9M reactions from USPTO patents (1976-2016). Task: Predict the product of the given reaction. The product is: [CH3:17][S:14]([O:6][C@@H:3]1[CH2:4][CH2:5][O:1][CH2:2]1)(=[O:16])=[O:15]. Given the reactants [O:1]1[CH2:5][CH2:4][C@@H:3]([OH:6])[CH2:2]1.C(N(CC)CC)C.[S:14](Cl)([CH3:17])(=[O:16])=[O:15], predict the reaction product.